Binary Classification. Given a miRNA mature sequence and a target amino acid sequence, predict their likelihood of interaction. From a dataset of Experimentally validated miRNA-target interactions with 360,000+ pairs, plus equal number of negative samples. (1) The miRNA is hsa-miR-6828-5p with sequence AGGAAGCAAGAGAACCCUGUGG. The protein sequence of the target gene is MEPAFGEVNQLGGVFVNGRPLPNAIRLRIVELAQLGIRPCDISRQLRVSHGCVSKILARYNETGSILPGAIGGSKPRVTTPTVVKHIRTYKQRDPGIFAWEIRDRLLADGVCDKYNVPSVSSISRILRNKIGNLAQQGHYDSYKQHQPAPQPALPYNHIYSYPSPITAAAAKVPTPPGVPAIPGSVALPRTWPSSHSVTDILGIRSITDQGVSDSSPYHSPKVEEWSSLGRNNFPAAAPHAVNGLEKGALEQEAKYGQAPNGLPAVSSFVSASSMAPYPTPAQVSPYMTYSAAPSGYVAG.... Result: 0 (no interaction). (2) Result: 1 (interaction). The protein sequence of the target gene is MPVKKKRKSPGVAAAVAEDGGLKKCKISSYCRSQPPARLISGEEHFSSKKCLAWFYEYAGPDEVVGPEGMEKFCEDIGVEPENIIMLVLAWKLEAESMGFFTKEEWLKGMTSLQCDCTEKLQNKFDFLRSQLNDISSFKNIYRYAFDFARDKDQRSLDIDTAKSMLALLLGRTWPLFSVFYQYLEQSKYRVMNKDQWYNVLEFSRTVHADLSNYDEDGAWPVLLDEFVEWQKVRQTS. The miRNA is hsa-miR-483-3p with sequence UCACUCCUCUCCUCCCGUCUU. (3) The miRNA is gga-miR-23b-5p with sequence GGGUUCCUGGCAUGAUGAUUU. The protein sequence of the target gene is MASKRKSTTPCMIPVKTVVLPGASTEPQPVESLPEGPQQDLPSEAPDASSEAAPNPSSTDGSALANGHRSTLDGYVYCCKECEFRSQDVTHFIGHMNSEHTDFNKDPTFVCTGCSFLAKNPEGLSLHNAKCHSGEASFLWNVTKPDNHVVVEQSVPDSASSSVLAGESTTEGTEIIITKTPIMKIMKGKAEAKKIHMLKENAPNQPGSEALPKPLAGEREVKEGDHTFINGAAPGSQASAKSTKPPPAANGPLIGTVPVLPAGIAQFLSLQQQPPVHAQHHTHQPLPTSKTLPKVMIPLS.... Result: 0 (no interaction). (4) The miRNA is rno-miR-130b-3p with sequence CAGUGCAAUGAUGAAAGGGCAU. The protein sequence of the target gene is MGTGGRRGTRSGKGTEGAAATSSSCLYRCIECNREAQELYRDYSHGVLKITICKSCQKPVDKYIEYDPVIILINAILCKTQAYRHILFNTKINIHGKLCMFCLLCEAYLRWWQLQDSSQSPAPDDVIRYAKEWDFYRMFVIASFEQAAFLTGIFAFLWVQQPMTAKRAPDFVLLLKALLLSSYGKLLLIPAVIWEHDYTPLCLRLIKVFVLTSNFQAVRVTLNTNRRLSLLVVLSGLLLESIVVFFFQRMEWDVSSDCALYKSQDF. Result: 0 (no interaction). (5) The miRNA is hsa-miR-224-3p with sequence AAAAUGGUGCCCUAGUGACUACA. The protein sequence of the target gene is MYAKGGKGSAVPSDSQAREKLALYVYEYLLHIGAQKSAQTFLSEIRWEKNITLGEPPGFLHSWWCVFWDLYCAAPDRREACEHSGEAKAFQDYSAAAAPSPVMGSMAPGDTMAAGSMAAGFFQGPPGSQPSPHNPNAPMMGPHGQPFMSPRFPGGPRPTLRMPSQPPAGLPGSQPLLPGAMEPSPRAQGHPSMGGPMQRVTPPRGMASVGPQSYGGGMRPPPNSLAGPGLPAMNMGPGVRGPWASPSGNSIPYSSSSPGSYTGPPGGGGPPGTPIMPSPGDSTNSSENMYTIMNPIGQGA.... Result: 1 (interaction). (6) The miRNA is hsa-miR-6730-5p with sequence AGAAAGGUGGAGGGGUUGUCAGA. The protein sequence of the target gene is MGQCRSANAEDAQEFSDVERAIETLIKNFHQYSVEGGKETLTPSELRDLVTQQLPHLMPSNCGLEEKIANLGSCNDSKLEFRSFWELIGEAAKSVKLERPVRGH. Result: 0 (no interaction). (7) The miRNA is rno-miR-19b-3p with sequence UGUGCAAAUCCAUGCAAAACUGA. The protein sequence of the target gene is MSTTQRKDDSHLFTSSCTRQLQVQEDRQQQEKYVIAQPIFVFEKGEHNFKRPAEDSLEETAEPEFTGFLRKRVRSSSVTLHTTDPQSQGVATLSQTRLRSSSFTDVPTFPPCRPVRKNNVFMTSRLLQRSDDMNNVEQGPPMRSSEQVLRPAVLQPSQTQSCQKAGTTFGPGALKSYKTKEKAEHEISEVGSSSSLLSENLPNARSSIQLSTDPCISEAPSGCQPKEDKCSFTSCSSDFVFGENMVERVLGTQKLTQPPLQNLSYAKEKTFKSVLKFPNAVSNSDSIENISLVESAAAFS.... Result: 0 (no interaction).